Dataset: Full USPTO retrosynthesis dataset with 1.9M reactions from patents (1976-2016). Task: Predict the reactants needed to synthesize the given product. (1) Given the product [CH:42]1([N:20]([CH:17]2[CH2:18][CH2:19]2)[C:21]([C:23]2[N:39]([CH2:40][CH3:41])[C:26]3=[N:27][C:28]([NH:35][C:36]4[S:37][C:2]([C:3]([O:5][CH3:6])=[O:4])=[C:7]([CH3:8])[N:38]=4)=[C:29]4[N:33]=[CH:32][N:31]([CH3:34])[C:30]4=[C:25]3[CH:24]=2)=[O:22])[CH2:43][CH2:44]1, predict the reactants needed to synthesize it. The reactants are: Br[CH:2]([C:7](=O)[CH3:8])[C:3]([O:5][CH3:6])=[O:4].N[C@H](C(O)=O)CC.[CH:17]1([N:20]([CH:42]2[CH2:44][CH2:43]2)[C:21]([C:23]2[N:39]([CH2:40][CH3:41])[C:26]3=[N:27][C:28]([NH:35][C:36]([NH2:38])=[S:37])=[C:29]4[N:33]=[CH:32][N:31]([CH3:34])[C:30]4=[C:25]3[CH:24]=2)=[O:22])[CH2:19][CH2:18]1. (2) The reactants are: [CH:1]([O:4][C:5]1[N:10]=[CH:9][C:8]([CH:11]=O)=[CH:7][CH:6]=1)([CH3:3])[CH3:2].[NH2:13][C:14]1[N:15]=[N:16][C:17]([CH3:20])=[CH:18][CH:19]=1.C([O:23][C:24](=O)[C:25]([OH:40])=[CH:26][C:27](=[O:39])[C:28]1[CH:33]=[CH:32][C:31]([O:34][C:35]([F:38])([F:37])[F:36])=[CH:30][CH:29]=1)C. Given the product [OH:40][C:25]1[C:24](=[O:23])[N:13]([C:14]2[N:15]=[N:16][C:17]([CH3:20])=[CH:18][CH:19]=2)[CH:11]([C:8]2[CH:9]=[N:10][C:5]([O:4][CH:1]([CH3:2])[CH3:3])=[CH:6][CH:7]=2)[C:26]=1[C:27](=[O:39])[C:28]1[CH:29]=[CH:30][C:31]([O:34][C:35]([F:37])([F:38])[F:36])=[CH:32][CH:33]=1, predict the reactants needed to synthesize it. (3) The reactants are: S(O[CH2:12][C@H:13]1[CH2:18][CH2:17][CH2:16][N:15]([C:19]([O:21][C:22]([CH3:25])([CH3:24])[CH3:23])=[O:20])[CH2:14]1)(C1C=CC(C)=CC=1)(=O)=O.[N-:26]=[N+:27]=[N-:28].[Na+].[Na+].[I-]. Given the product [N:26]([CH2:12][C@H:13]1[CH2:18][CH2:17][CH2:16][N:15]([C:19]([O:21][C:22]([CH3:25])([CH3:24])[CH3:23])=[O:20])[CH2:14]1)=[N+:27]=[N-:28], predict the reactants needed to synthesize it. (4) Given the product [C:1]([C:4]1[CH:5]=[C:6]2[C:11](=[O:12])[N:15]([CH2:16][CH2:17][CH2:18][CH2:19][C:20]([OH:22])=[O:21])[C:8](=[O:10])[C:7]2=[CH:13][CH:14]=1)([OH:3])=[O:2], predict the reactants needed to synthesize it. The reactants are: [C:1]([C:4]1[CH:5]=[C:6]2[C:11](=[O:12])[O:10][C:8](=O)[C:7]2=[CH:13][CH:14]=1)([OH:3])=[O:2].[NH2:15][CH2:16][CH2:17][CH2:18][CH2:19][C:20]([OH:22])=[O:21]. (5) Given the product [NH:10]1[C:11]2[C:16](=[CH:15][CH:14]=[CH:13][CH:12]=2)[C:8]([N:2]2[CH2:7][CH2:6][N:5]([CH2:18][CH2:19][C:20]3[CH:21]=[C:22]4[C:27](=[CH:28][CH:29]=3)[NH:26][C:25](=[O:30])[CH:24]([CH3:31])[CH:23]4[CH3:32])[CH2:4][CH2:3]2)=[N:9]1, predict the reactants needed to synthesize it. The reactants are: Cl.[N:2]1([C:8]2[C:16]3[C:11](=[CH:12][CH:13]=[CH:14][CH:15]=3)[NH:10][N:9]=2)[CH2:7][CH2:6][NH:5][CH2:4][CH2:3]1.Cl[CH2:18][CH2:19][C:20]1[CH:21]=[C:22]2[C:27](=[CH:28][CH:29]=1)[NH:26][C:25](=[O:30])[CH:24]([CH3:31])[CH:23]2[CH3:32].